From a dataset of Forward reaction prediction with 1.9M reactions from USPTO patents (1976-2016). Predict the product of the given reaction. (1) Given the reactants [CH3:1][O:2][C:3]1[C:8]2[C:9]([CH2:12][O:13][C:14]3[CH:22]=[CH:21][CH:20]=[C:19]4[C:15]=3[CH:16]=[C:17]([C:23](O)=[O:24])[NH:18]4)=[CH:10][O:11][C:7]=2[CH:6]=[C:5]([O:26][CH3:27])[CH:4]=1.Cl.Cl.Cl.[NH2:31][CH:32]1[CH2:37][CH2:36][N:35]([CH2:38][CH2:39][N:40]2[CH2:45][CH2:44][CH:43]([OH:46])[CH2:42][CH2:41]2)[CH2:34][CH2:33]1, predict the reaction product. The product is: [OH:46][CH:43]1[CH2:42][CH2:41][N:40]([CH2:39][CH2:38][N:35]2[CH2:34][CH2:33][CH:32]([NH:31][C:23]([C:17]3[NH:18][C:19]4[C:15]([CH:16]=3)=[C:14]([O:13][CH2:12][C:9]3[C:8]5[C:3]([O:2][CH3:1])=[CH:4][C:5]([O:26][CH3:27])=[CH:6][C:7]=5[O:11][CH:10]=3)[CH:22]=[CH:21][CH:20]=4)=[O:24])[CH2:37][CH2:36]2)[CH2:45][CH2:44]1. (2) Given the reactants [C:1]([O:5][C:6]([N:8]1[CH2:13][CH2:12][N:11]2[C:14]([CH2:18][CH3:19])=[N:15][C:16](I)=[C:10]2[CH:9]1[CH2:20][CH2:21][C:22]1[CH:27]=[CH:26][C:25]([C:28]([F:31])([F:30])[F:29])=[CH:24][CH:23]=1)=[O:7])([CH3:4])([CH3:3])[CH3:2].C([Mg]Br)C.[C:36](=[O:38])=[O:37].O, predict the reaction product. The product is: [C:1]([O:5][C:6]([N:8]1[CH2:13][CH2:12][N:11]2[C:14]([CH2:18][CH3:19])=[N:15][C:16]([C:36]([OH:38])=[O:37])=[C:10]2[CH:9]1[CH2:20][CH2:21][C:22]1[CH:27]=[CH:26][C:25]([C:28]([F:31])([F:30])[F:29])=[CH:24][CH:23]=1)=[O:7])([CH3:4])([CH3:3])[CH3:2]. (3) Given the reactants [CH2:1]([C@@H:5]1[CH2:9][N:8]([CH:10]2[CH2:15][CH2:14][O:13][CH2:12][CH2:11]2)[C:7](=[O:16])[N:6]1[CH:17]1[CH2:22][CH2:21][NH:20][CH2:19][CH2:18]1)[CH:2]([CH3:4])[CH3:3].[CH:23]1([NH:26][C:27](=[O:44])[C:28]2[CH:33]=[CH:32][C:31]([O:34][C:35]3[CH:40]=[CH:39][C:38]([CH:41]=O)=[C:37]([CH3:43])[N:36]=3)=[CH:30][CH:29]=2)[CH2:25][CH2:24]1.C(O[BH-](OC(=O)C)OC(=O)C)(=O)C.[Na+], predict the reaction product. The product is: [CH:23]1([NH:26][C:27](=[O:44])[C:28]2[CH:29]=[CH:30][C:31]([O:34][C:35]3[CH:40]=[CH:39][C:38]([CH2:41][N:20]4[CH2:19][CH2:18][CH:17]([N:6]5[C@H:5]([CH2:1][CH:2]([CH3:4])[CH3:3])[CH2:9][N:8]([CH:10]6[CH2:11][CH2:12][O:13][CH2:14][CH2:15]6)[C:7]5=[O:16])[CH2:22][CH2:21]4)=[C:37]([CH3:43])[N:36]=3)=[CH:32][CH:33]=2)[CH2:25][CH2:24]1. (4) Given the reactants [Br:1][C:2]1[CH:3]=[CH:4][C:5]([C:8]2[CH2:12][C@@H:11]([CH2:13]Cl)[O:10][N:9]=2)=[N:6][CH:7]=1.[NH:15]1[CH2:20][CH:19]=[CH:18][CH2:17][CH2:16]1.CS(C)=O, predict the reaction product. The product is: [Br:1][C:2]1[CH:3]=[CH:4][C:5]([C:8]2[CH2:12][C@@H:11]([CH2:13][N:15]3[CH2:16][CH:17]=[CH:18][CH2:19][CH2:20]3)[O:10][N:9]=2)=[N:6][CH:7]=1. (5) Given the reactants [CH:1]([OH:14])([C:8]1[CH:13]=[CH:12][CH:11]=[CH:10][CH:9]=1)[C:2]1[CH:7]=[CH:6][CH:5]=[CH:4][CH:3]=1.[Br:15][CH2:16][CH2:17]O.S(=O)(=O)(O)O, predict the reaction product. The product is: [Br:15][CH2:16][CH2:17][O:14][CH:1]([C:8]1[CH:9]=[CH:10][CH:11]=[CH:12][CH:13]=1)[C:2]1[CH:7]=[CH:6][CH:5]=[CH:4][CH:3]=1. (6) Given the reactants [CH:1]1([C:4]2[N:5]=[CH:6][C:7]([C:15]([OH:17])=O)=[N:8][C:9]=2[O:10][CH2:11][CH:12]2[CH2:14][CH2:13]2)[CH2:3][CH2:2]1.[CH3:18][O:19][CH2:20][CH2:21][C:22]([NH2:25])([CH3:24])[CH3:23], predict the reaction product. The product is: [CH3:18][O:19][CH2:20][CH2:21][C:22]([NH:25][C:15]([C:7]1[CH:6]=[N:5][C:4]([CH:1]2[CH2:2][CH2:3]2)=[C:9]([O:10][CH2:11][CH:12]2[CH2:13][CH2:14]2)[N:8]=1)=[O:17])([CH3:24])[CH3:23]. (7) Given the reactants [NH2:1][C@@H:2]([CH2:6][CH:7]=[CH2:8])[C:3]([OH:5])=[O:4].C([O-])(O)=O.[Na+].Cl[C:15]([O:17][CH3:18])=[O:16].Cl, predict the reaction product. The product is: [CH3:18][O:17][C:15]([NH:1][C@@H:2]([CH2:6][CH:7]=[CH2:8])[C:3]([OH:5])=[O:4])=[O:16].